From a dataset of Full USPTO retrosynthesis dataset with 1.9M reactions from patents (1976-2016). Predict the reactants needed to synthesize the given product. Given the product [CH2:2]([N:9]1[CH2:14][CH2:13][C:12](=[O:15])[CH:11]([C:16]([O:18][CH2:19][CH3:20])=[O:17])[CH2:10]1)[C:3]1[CH:4]=[CH:5][CH:6]=[CH:7][CH:8]=1, predict the reactants needed to synthesize it. The reactants are: Cl.[CH2:2]([N:9]1[CH2:14][CH2:13][C:12](=[O:15])[CH:11]([C:16]([O:18][CH2:19][CH3:20])=[O:17])[CH2:10]1)[C:3]1[CH:8]=[CH:7][CH:6]=[CH:5][CH:4]=1.C(=O)(O)[O-].[Na+].